From a dataset of Catalyst prediction with 721,799 reactions and 888 catalyst types from USPTO. Predict which catalyst facilitates the given reaction. (1) Reactant: O[CH2:2][C:3]1[CH:10]=[CH:9][C:6]([CH:7]=[O:8])=[CH:5][CH:4]=1.[NH2:11][C:12]1[CH:17]=[CH:16][CH:15]=[CH:14][N:13]=1.C(O)(=O)C.C(O[BH-](OC(=O)C)OC(=O)C)(=O)C.[Na+]. Product: [N:13]1[CH:14]=[CH:15][CH:16]=[CH:17][C:12]=1[NH:11][CH2:2][C:3]1[CH:10]=[CH:9][C:6]([CH2:7][OH:8])=[CH:5][CH:4]=1. The catalyst class is: 1. (2) Reactant: [NH2:1][C:2]1[CH:3]=[C:4]([C:14]2[CH:15]=[CH:16][C:17](=[O:23])[N:18]([CH:20]([CH3:22])[CH3:21])[N:19]=2)[C:5]([C:8]2[CH:13]=[CH:12][CH:11]=[CH:10][CH:9]=2)=[N:6][CH:7]=1.[C:24](Cl)(=[O:31])[C:25]1[CH:30]=[CH:29][CH:28]=[CH:27][CH:26]=1. Product: [CH:20]([N:18]1[C:17](=[O:23])[CH:16]=[CH:15][C:14]([C:4]2[CH:3]=[C:2]([NH:1][C:24](=[O:31])[C:25]3[CH:30]=[CH:29][CH:28]=[CH:27][CH:26]=3)[CH:7]=[N:6][C:5]=2[C:8]2[CH:9]=[CH:10][CH:11]=[CH:12][CH:13]=2)=[N:19]1)([CH3:21])[CH3:22]. The catalyst class is: 17.